From a dataset of Retrosynthesis with 50K atom-mapped reactions and 10 reaction types from USPTO. Predict the reactants needed to synthesize the given product. (1) Given the product CC(C)(C)OC(=O)N1CCc2ccc(Cn3cncc3C(=O)O)cc2CC1, predict the reactants needed to synthesize it. The reactants are: CCOC(=O)c1cncn1Cc1ccc2c(c1)CCN(C(=O)OC(C)(C)C)CC2. (2) Given the product CCc1c(F)cnc2ccc(OC)nc12, predict the reactants needed to synthesize it. The reactants are: C=Cc1c(F)cnc2ccc(OC)nc12. (3) Given the product Cc1ccccc1CNC(=O)c1cccnc1N, predict the reactants needed to synthesize it. The reactants are: Cc1ccccc1CN.Nc1ncccc1C(=O)O. (4) Given the product O=C(COc1ccc2cc1CCc1cncc(c1)Nc1ncc(Cl)c(n1)N2)N1CCN(C(=O)c2ccc(F)cc2F)CC1, predict the reactants needed to synthesize it. The reactants are: O=C(COc1ccc2cc1CCc1cncc(c1)Nc1ncc(Cl)c(n1)N2)N1CCNCC1.O=C(Cl)c1ccc(F)cc1F. (5) Given the product O=[N+]([O-])c1ccc(S(=O)(=O)N2CCN(c3cc(C(F)(F)F)cc(C(F)(F)F)c3)CC2)cc1, predict the reactants needed to synthesize it. The reactants are: FC(F)(F)c1cc(N2CCNCC2)cc(C(F)(F)F)c1.O=[N+]([O-])c1ccc(S(=O)(=O)Cl)cc1.